From a dataset of Drug-target binding data from BindingDB using IC50 measurements. Regression. Given a target protein amino acid sequence and a drug SMILES string, predict the binding affinity score between them. We predict pIC50 (pIC50 = -log10(IC50 in M); higher means more potent). Dataset: bindingdb_ic50. (1) The small molecule is CCNC(=O)C#Cc1ccc2c(c1)NC(=O)/C2=C(\Nc1ccc(N2CCN(C)CC2)cc1)c1ccccc1. The target protein (Q6GPL3) has sequence MSYKENLIPSSCSSSSSSSSKFATPSSATAAQRVLRKQPYVSIFTTPSDNLLAQRAQLAPRVTPAASSSVPGRVALGTDVASHNTALAEAPKRKFTIDDFDIGRPLGKGKFGNVYLAREKQNKFIMALKVLFKSQLEKEGVEHQLRREIEIQSHLRHPNILRMYNYFHDRKRIYLMLEFAPRGELYKELQKHGRFDEQRSATFMEELADALQYCHERKVIHRDIKPENLLMGYKGELKIADFGWSVHAPSLRRRTMCGTLDYLPPEMIEGKTHDEKVDLWCAGVLCYEFLVGMPPFDSPSHSETHRRIVNVDLKFPPFLSEGSKDLISKLLRYHPAQRLPLKGVMEHPWVKANSRRVLPPVYQSSHPK. The pIC50 is 8.7. (2) The small molecule is CC(C)n1cnc2c(N(C)c3cccc(Cl)c3)nc(NCCO)nc21. The target protein (P17157) has sequence MSSSSQFKQLEKLGNGTYATVYKGLNKTTGVYVALKEVKLDSEEGTPSTAIREISLMKELKHENIVRLYDVIHTENKLTLVFEFMDNDLKKYMDSRTVGNTPRGLELNLVKYFQWQLLQGLAFCHENKILHRDLKPQNLLINKRGQLKLGDFGLARAFGIPVNTFSSEVVTLWYRAPDVLMGSRTYSTSIDIWSCGCILAEMITGKPLFPGTNDEEQLKLIFDIMGTPNESLWPSVTKLPKYNPNIQQRPPRDLRQVLQPHTKEPLDGNLMDFLHGLLQLNPDMRLSAKQALHHPWFAEYYHHAS. The pIC50 is 3.3. (3) The small molecule is N=C(N)NCCC[C@H]1N[C@@H](CNC(=O)c2ccc3ccccc3c2)CCN(CC(c2ccccc2)c2ccccc2)C1=O. The target protein sequence is MNSSFHLHFLDLNLNATEGNLSGPSVRNKSSPCENMGMAVEVFLALGAISLVENILVIGAIVKNKNLHCPMYFFVCSLAVADMLVSMSNAWETITIYLLNNKHLVIADAFVRHIDNVFDSMICISVVASMCSLLAIAVDRYVTIFYPLRNHHIMTARRSGAIIAGIWAFCTGCGIVFILYSESTYVILCLISMFFTMLFLLVSLYIHMFLLARTHAKRMAALPGASSARQRTSVQGAVTLTMLLGVFIVCWAPFFLHLILMLSCPQNLYCSCFMSHFNMYLILIMCNSVVDPLIYAFRSREMRKTFKEIICCRGFRIACSCPGRD. The pIC50 is 5.2. (4) The pIC50 is 5.4. The compound is COc1cccc2c(Nc3cccc(SC)c3)cc(C(=O)N3CCCCC3)nc12. The target protein (Q62668) has sequence MSDHPLKEMSDNNRSPPLPEPLSSRYKLYESELSSPTWPSSSQDTHPALPLLEMPEEKDLRSSDEDSHIVKIEKPNERSKRRESELPRRASAGRGAFSLFQAVSYLTGDMKECKNWLKDKPLVLQFLDWVLRGAAQVMFVNNPLSGLIIFIGLLIQNPWWTIAGALGTVVSTLAALALSQDRSAIASGLHGYNGMLVGLLVAVFSEKLDYYWWLLFPVTFASMACPVISSALSTVFAKWDLPVFTLPFNIALTLYLAATGHYNLFFPTTLVKPASSAPNITWSEIEMPLLLQTIPVGVGQVYGCDNPWTGGVILVALFISSPLICLHAAIGSIVGLLAALTVATPFETIYTGLWSYNCVLSCVAIGGMFYVLTWQTHLLALVCALFCAYTGAALSNMMAVVGVPPGTWAFCLSTLTFLLLTSNNPGIHKLPLSKVTYPEANRIYFLTAKRSDEQKPPNGGGGEQSHGGGQRKAEEGSETVFPRRKSVFHIEWSSIRRRSK.... (5) The small molecule is O=C(O)[C@H]1CCC2CC(=C(c3ccccc3)c3ccccc3)CCN2C1. The target protein (P48065) has sequence MDGKVAVQECGPPAVSWVPEEGEKLDQEDEDQVKDRGQWTNKMEFVLSVAGEIIGLGNVWRFPYLCYKNGGGAFFIPYFIFFFVCGIPVFFLEVALGQYTSQGSVTAWRKICPLFQGIGLASVVIESYLNVYYIIILAWALFYLFSSFTSELPWTTCNNFWNTEHCTDFLNHSGAGTVTPFENFTSPVMEFWERRVLGITSGIHDLGSLRWELALCLLLAWVICYFCIWKGVKSTGKVVYFTATFPYLMLVILLIRGVTLPGAYQGIIYYLKPDLFRLKDPQVWMDAGTQIFFSFAICQGCLTALGSYNKYHNNCYKDCIALCFLNSATSFVAGFVVFSILGFMSQEQGVPISEVAESGPGLAFIAFPKAVTMMPLSQLWSCLFFIMLIFLGLDSQFVCVECLVTASIDMFPRQLRKSGRRELLILTIAVMCYLIGLFLVTEGGMYIFQLFDYYASSGICLLFLSLFEVVCISWVYGADRFYDNIEDMIGYRPWPLVKIS.... The pIC50 is 3.5.